Dataset: Full USPTO retrosynthesis dataset with 1.9M reactions from patents (1976-2016). Task: Predict the reactants needed to synthesize the given product. (1) The reactants are: [O:1]1C=C[CH:3]=[C:2]1P(C1OC=CC=1)C1OC=CC=1.COC1C=CC(CNC([CH2:27][C:28]2[C:29]([NH2:36])=[N:30][C:31]([S:34][CH3:35])=[N:32][CH:33]=2)=O)=CC=1.[O:39]1CCCC1. Given the product [NH2:36][C:29]1[C:28]([C:27]([O:1][CH2:2][CH3:3])=[O:39])=[CH:33][N:32]=[C:31]([S:34][CH3:35])[N:30]=1, predict the reactants needed to synthesize it. (2) Given the product [F:43][C:44]([F:49])([F:48])[C:45]([OH:47])=[O:46].[F:1][C:2]1[CH:7]=[C:6]([F:8])[CH:5]=[CH:4][C:3]=1[N:9]1[CH:13]([C:14]2[CH:19]=[CH:18][C:17]([C:20]3[CH2:21][CH2:22][NH:23][CH2:24][CH:25]=3)=[CH:16][CH:15]=2)[CH2:12][C:11]([C:33]([C:39]([F:40])([F:41])[F:42])([C:35]([F:36])([F:37])[F:38])[OH:34])=[N:10]1, predict the reactants needed to synthesize it. The reactants are: [F:1][C:2]1[CH:7]=[C:6]([F:8])[CH:5]=[CH:4][C:3]=1[N:9]1[CH:13]([C:14]2[CH:19]=[CH:18][C:17]([C:20]3[CH2:21][CH2:22][N:23](C(OC(C)(C)C)=O)[CH2:24][CH:25]=3)=[CH:16][CH:15]=2)[CH2:12][C:11]([C:33]([C:39]([F:42])([F:41])[F:40])([C:35]([F:38])([F:37])[F:36])[OH:34])=[N:10]1.[F:43][C:44]([F:49])([F:48])[C:45]([O-:47])=[O:46].